This data is from Full USPTO retrosynthesis dataset with 1.9M reactions from patents (1976-2016). The task is: Predict the reactants needed to synthesize the given product. Given the product [Cl:1][C:2]1[C:10]([F:11])=[CH:9][CH:8]=[CH:7][C:3]=1[C:4]([NH:21][CH2:20][CH:19]([C:16]1[CH:17]=[N:18][C:13]([CH3:12])=[N:14][CH:15]=1)[N:22]1[CH2:28][CH2:27][CH2:26][O:25][CH2:24][CH2:23]1)=[O:6], predict the reactants needed to synthesize it. The reactants are: [Cl:1][C:2]1[C:10]([F:11])=[CH:9][CH:8]=[CH:7][C:3]=1[C:4]([OH:6])=O.[CH3:12][C:13]1[N:18]=[CH:17][C:16]([CH:19]([N:22]2[CH2:28][CH2:27][CH2:26][O:25][CH2:24][CH2:23]2)[CH2:20][NH2:21])=[CH:15][N:14]=1.